This data is from Full USPTO retrosynthesis dataset with 1.9M reactions from patents (1976-2016). The task is: Predict the reactants needed to synthesize the given product. (1) Given the product [Cl:18][C:11]1[CH:12]=[N+:13]([O-:17])[CH:14]=[C:15]([Cl:16])[C:10]=1[CH2:9][C@@H:8]([C:19]1[CH:24]=[CH:23][C:22]([O:25][CH:26]([F:27])[F:28])=[C:21]([O:29][CH2:30][CH:31]2[CH2:32][CH2:33]2)[CH:20]=1)[O:7][C:5](=[O:6])[C:4]1[CH:34]=[CH:35][C:36]([S:37][CH3:38])=[C:2]([NH:1][S:40]([CH3:39])(=[O:42])=[O:41])[CH:3]=1, predict the reactants needed to synthesize it. The reactants are: [NH2:1][C:2]1[CH:3]=[C:4]([CH:34]=[CH:35][C:36]=1[S:37][CH3:38])[C:5]([O:7][C@H:8]([C:19]1[CH:24]=[CH:23][C:22]([O:25][CH:26]([F:28])[F:27])=[C:21]([O:29][CH2:30][CH:31]2[CH2:33][CH2:32]2)[CH:20]=1)[CH2:9][C:10]1[C:15]([Cl:16])=[CH:14][N+:13]([O-:17])=[CH:12][C:11]=1[Cl:18])=[O:6].[CH3:39][S:40](Cl)(=[O:42])=[O:41].N1C=CC=CC=1. (2) Given the product [C:8]1([C@@H:23]([OH:22])[CH3:24])[CH:13]=[CH:12][CH:11]=[CH:10][CH:9]=1, predict the reactants needed to synthesize it. The reactants are: CCN(CC)CC.[C:8]1(C)[CH:13]=[CH:12][CH:11]=[CH:10][CH:9]=1.C(Cl)(Cl)Cl.C([O:22][CH:23]=[CH2:24])(=O)C. (3) Given the product [S:1]1[C:5]2[CH:6]=[CH:7][CH:8]=[CH:9][C:4]=2[CH:3]=[C:2]1[C:10]1[CH:19]=[C:18]2[C:13]([N:14]=[CH:15][CH:16]=[N:17]2)=[C:12]([C:20]([NH:22][CH2:23][C:24]([OH:26])=[O:25])=[O:21])[C:11]=1[OH:29], predict the reactants needed to synthesize it. The reactants are: [S:1]1[C:5]2[CH:6]=[CH:7][CH:8]=[CH:9][C:4]=2[CH:3]=[C:2]1[C:10]1[CH:19]=[C:18]2[C:13]([N:14]=[CH:15][CH:16]=[N:17]2)=[C:12]([C:20]([NH:22][CH2:23][C:24]([O:26]CC)=[O:25])=[O:21])[C:11]=1[OH:29].[OH-].[Na+]. (4) Given the product [F:1][C:2]1[CH:3]=[CH:4][C:5]([C:8](=[O:15])[CH:9]([CH2:21][C:20]2[CH:23]=[CH:24][CH:25]=[C:18]([C:17]([F:16])([F:26])[F:27])[CH:19]=2)[C:10]([O:12][CH2:13][CH3:14])=[O:11])=[CH:6][CH:7]=1, predict the reactants needed to synthesize it. The reactants are: [F:1][C:2]1[CH:7]=[CH:6][C:5]([C:8](=[O:15])[CH2:9][C:10]([O:12][CH2:13][CH3:14])=[O:11])=[CH:4][CH:3]=1.[F:16][C:17]([F:27])([F:26])[C:18]1[CH:19]=[C:20]([CH:23]=[CH:24][CH:25]=1)[CH2:21]Cl.C(=O)([O-])[O-].[K+].[K+].